The task is: Predict the reaction yield, written as a fraction of the theoretical maximum amount of product (1.0 means a 100% yield; for example, 0.34 means a 34% yield).. This data is from Reaction yield outcomes from USPTO patents with 853,638 reactions. (1) The reactants are C([O:5][C:6](=[O:39])[CH2:7][CH2:8][CH2:9][N:10]([CH2:31][C:32]1[CH:37]=[CH:36][C:35]([Cl:38])=[CH:34][CH:33]=1)[CH2:11][CH2:12][N:13]1[C:22]2[C:17]([C:18](=[O:24])[NH:19][C:20](=[O:23])[N:21]=2)=[N:16][C:15]2[CH:25]=[C:26]([CH3:30])[C:27]([CH3:29])=[CH:28][C:14]1=2)(C)(C)C. The catalyst is C(Cl)Cl.C(O)(C(F)(F)F)=O. The product is [Cl:38][C:35]1[CH:34]=[CH:33][C:32]([CH2:31][N:10]([CH2:11][CH2:12][N:13]2[C:22]3[C:17]([C:18](=[O:24])[NH:19][C:20](=[O:23])[N:21]=3)=[N:16][C:15]3[CH:25]=[C:26]([CH3:30])[C:27]([CH3:29])=[CH:28][C:14]2=3)[CH2:9][CH2:8][CH2:7][C:6]([OH:39])=[O:5])=[CH:37][CH:36]=1. The yield is 0.930. (2) The yield is 0.400. The reactants are [CH2:1](Br)[C:2]#[CH:3].[OH-].[Na+].I[C:8]1[CH:17]=[C:16]2[C:11]([CH:12]=[C:13]([C:22]([OH:24])=[O:23])[CH:14]([C:18]([F:21])([F:20])[F:19])[O:15]2)=[CH:10][CH:9]=1. The catalyst is C1COCC1.O.C1C=CC([P]([Pd]([P](C2C=CC=CC=2)(C2C=CC=CC=2)C2C=CC=CC=2)([P](C2C=CC=CC=2)(C2C=CC=CC=2)C2C=CC=CC=2)[P](C2C=CC=CC=2)(C2C=CC=CC=2)C2C=CC=CC=2)(C2C=CC=CC=2)C2C=CC=CC=2)=CC=1. The product is [CH:2]1([C:8]2[CH:17]=[C:16]3[C:11]([CH:12]=[C:13]([C:22]([OH:24])=[O:23])[CH:14]([C:18]([F:21])([F:20])[F:19])[O:15]3)=[CH:10][CH:9]=2)[CH2:3][CH2:1]1.